Dataset: Catalyst prediction with 721,799 reactions and 888 catalyst types from USPTO. Task: Predict which catalyst facilitates the given reaction. (1) Product: [CH3:1][O:2][CH2:3][CH2:4][O:5][CH2:6][O:7][CH2:8][CH2:9][CH2:10][C:11]1[CH:12]=[CH:13][C:14]([C:17]2[CH:22]=[C:21]([O:23][S:49]([C:48]([F:61])([F:60])[F:47])(=[O:51])=[O:50])[CH:20]=[C:19]([C:24]3[CH:25]=[CH:26][C:27]([CH2:30][CH2:31][CH2:32][O:33][CH2:34][O:35][CH2:36][CH2:37][O:38][CH3:39])=[CH:28][CH:29]=3)[CH:18]=2)=[CH:15][CH:16]=1. The catalyst class is: 154. Reactant: [CH3:1][O:2][CH2:3][CH2:4][O:5][CH2:6][O:7][CH2:8][CH2:9][CH2:10][C:11]1[CH:16]=[CH:15][C:14]([C:17]2[CH:22]=[C:21]([OH:23])[CH:20]=[C:19]([C:24]3[CH:29]=[CH:28][C:27]([CH2:30][CH2:31][CH2:32][O:33][CH2:34][O:35][CH2:36][CH2:37][O:38][CH3:39])=[CH:26][CH:25]=3)[CH:18]=2)=[CH:13][CH:12]=1.C(N(CC)CC)C.[F:47][C:48]([F:61])([F:60])[S:49](O[S:49]([C:48]([F:61])([F:60])[F:47])(=[O:51])=[O:50])(=[O:51])=[O:50]. (2) Reactant: [C:1]([O:5][C:6]([NH:8][C@H:9]([CH2:30][C:31]1[CH:36]=[CH:35][C:34]([Cl:37])=[CH:33][CH:32]=1)[C:10]([N:12]1[CH2:17][CH2:16][N:15]([C:18]2[C:23]([C:24](O)=[O:25])=[CH:22][N:21]=[C:20]3[NH:27][CH:28]=[CH:29][C:19]=23)[CH2:14][CH2:13]1)=[O:11])=[O:7])([CH3:4])([CH3:3])[CH3:2].CC[N:40](C(C)C)C(C)C.CN(C(ON1N=NC2C=CC=CC1=2)=[N+](C)C)C.F[P-](F)(F)(F)(F)F. Product: [C:24]([C:23]1[C:18]([N:15]2[CH2:14][CH2:13][N:12]([C:10](=[O:11])[C@H:9]([NH:8][C:6](=[O:7])[O:5][C:1]([CH3:4])([CH3:2])[CH3:3])[CH2:30][C:31]3[CH:36]=[CH:35][C:34]([Cl:37])=[CH:33][CH:32]=3)[CH2:17][CH2:16]2)=[C:19]2[CH:29]=[CH:28][NH:27][C:20]2=[N:21][CH:22]=1)(=[O:25])[NH2:40]. The catalyst class is: 3. (3) Reactant: [CH2:1]([N:8]1[C@@H:13]2[C@H:14]([C:16]([NH2:18])=[O:17])[CH2:15][C@@:9]1([C:35]1[CH:40]=[CH:39][CH:38]=[CH:37][CH:36]=1)[C@H:10]([O:19][CH2:20][C:21]1[CH:26]=[C:25]([C:27]([F:30])([F:29])[F:28])[CH:24]=[C:23]([C:31]([F:34])([F:33])[F:32])[CH:22]=1)[CH2:11][CH2:12]2)[C:2]1[CH:7]=[CH:6][CH:5]=[CH:4][CH:3]=1.Cl[CH2:42][C:43](=O)[CH3:44].CN(C)C=O. Product: [CH2:1]([N:8]1[C@@H:13]2[C@H:14]([C:16]3[O:17][CH:42]=[C:43]([CH3:44])[N:18]=3)[CH2:15][C@@:9]1([C:35]1[CH:40]=[CH:39][CH:38]=[CH:37][CH:36]=1)[C@H:10]([O:19][CH2:20][C:21]1[CH:22]=[C:23]([C:31]([F:32])([F:33])[F:34])[CH:24]=[C:25]([C:27]([F:29])([F:30])[F:28])[CH:26]=1)[CH2:11][CH2:12]2)[C:2]1[CH:7]=[CH:6][CH:5]=[CH:4][CH:3]=1. The catalyst class is: 27. (4) Product: [CH2:1]([N:8]1[CH2:13][CH2:12][N:11]([CH:14]2[CH2:21][CH:17]3[CH2:18][N:19]([C:30](=[O:31])[CH3:29])[CH2:20][CH:16]3[CH2:15]2)[CH2:10][CH2:9]1)[C:2]1[CH:3]=[CH:4][CH:5]=[CH:6][CH:7]=1. The catalyst class is: 2. Reactant: [CH2:1]([N:8]1[CH2:13][CH2:12][N:11]([CH:14]2[CH2:21][CH:17]3[CH2:18][NH:19][CH2:20][CH:16]3[CH2:15]2)[CH2:10][CH2:9]1)[C:2]1[CH:7]=[CH:6][CH:5]=[CH:4][CH:3]=1.CCN(CC)CC.[CH3:29][C:30](OC(C)=O)=[O:31]. (5) Reactant: [CH3:1][C:2]1([CH3:10])[CH2:8][CH2:7][C:6](=[O:9])[O:5][C:3]1=[O:4].[F:11][C:12]1[CH:17]=[CH:16][C:15]([C@@H:18]([NH2:20])[CH3:19])=[CH:14][CH:13]=1.Cl.C(OCC)(=O)C. Product: [F:11][C:12]1[CH:17]=[CH:16][C:15]([C@@H:18]([NH:20][C:6]([CH2:7][CH2:8][C:2]([CH3:10])([CH3:1])[C:3]([OH:5])=[O:4])=[O:9])[CH3:19])=[CH:14][CH:13]=1. The catalyst class is: 11.